This data is from Catalyst prediction with 721,799 reactions and 888 catalyst types from USPTO. The task is: Predict which catalyst facilitates the given reaction. (1) Reactant: [Cl:1][C:2]1[C:12]2[O:11][CH2:10][CH2:9][N:8]([CH3:13])[C:7](=[O:14])[C:6]=2[CH:5]=[CH:4][C:3]=1[O:15][C:16]1[CH:17]=[C:18]([CH:29]=[C:30]([O:32][C@@H:33]([CH3:37])[CH2:34][O:35]C)[CH:31]=1)[C:19]([NH:21][C:22]1[CH:26]=[CH:25][N:24]([CH2:27][CH3:28])[N:23]=1)=[O:20].C[Si](I)(C)C.S([O-])([O-])(=O)=S.[Na+].[Na+]. Product: [Cl:1][C:2]1[C:12]2[O:11][CH2:10][CH2:9][N:8]([CH3:13])[C:7](=[O:14])[C:6]=2[CH:5]=[CH:4][C:3]=1[O:15][C:16]1[CH:17]=[C:18]([CH:29]=[C:30]([O:32][C@@H:33]([CH3:37])[CH2:34][OH:35])[CH:31]=1)[C:19]([NH:21][C:22]1[CH:26]=[CH:25][N:24]([CH2:27][CH3:28])[N:23]=1)=[O:20]. The catalyst class is: 10. (2) Reactant: [Si:1]([O:8][CH:9]([CH:15]1[CH2:24][CH2:23][C:22]2[C:17](=[CH:18][CH:19]=[CH:20][CH:21]=2)[CH2:16]1)[C:10]1[O:11][CH:12]=[CH:13][N:14]=1)([C:4]([CH3:7])([CH3:6])[CH3:5])([CH3:3])[CH3:2].[Li]CCCC.[Sn:30](Cl)([CH2:39][CH2:40][CH2:41][CH3:42])([CH2:35][CH2:36][CH2:37][CH3:38])[CH2:31][CH2:32][CH2:33][CH3:34]. Product: [Si:1]([O:8][CH:9]([CH:15]1[CH2:24][CH2:23][C:22]2[C:17](=[CH:18][CH:19]=[CH:20][CH:21]=2)[CH2:16]1)[C:10]1[O:11][C:12]([Sn:30]([CH2:35][CH2:36][CH2:37][CH3:38])([CH2:39][CH2:40][CH2:41][CH3:42])[CH2:31][CH2:32][CH2:33][CH3:34])=[CH:13][N:14]=1)([C:4]([CH3:7])([CH3:5])[CH3:6])([CH3:3])[CH3:2]. The catalyst class is: 49. (3) Product: [CH3:3][O:4][C:5]1[CH:6]=[CH:7][C:8]([N:11]2[C:15]([C:16]([OH:18])=[O:17])=[CH:14][C:13]([S:20]([CH3:23])(=[O:22])=[O:21])=[N:12]2)=[CH:9][CH:10]=1. The catalyst class is: 5. Reactant: [OH-].[Li+].[CH3:3][O:4][C:5]1[CH:10]=[CH:9][C:8]([N:11]2[C:15]([C:16]([O:18]C)=[O:17])=[CH:14][C:13]([S:20]([CH3:23])(=[O:22])=[O:21])=[N:12]2)=[CH:7][CH:6]=1.